This data is from Full USPTO retrosynthesis dataset with 1.9M reactions from patents (1976-2016). The task is: Predict the reactants needed to synthesize the given product. Given the product [CH3:10][O:9][C:7]1[CH:6]=[C:5]([N:11]([CH2:23][CH2:24][CH2:25][CH2:26][CH2:27][CH2:28][CH3:29])[S:12]([C:15]2[CH:20]=[CH:19][C:18]([CH3:21])=[CH:17][CH:16]=2)(=[O:13])=[O:14])[CH:4]=[C:3]([O:2][CH3:1])[CH:8]=1, predict the reactants needed to synthesize it. The reactants are: [CH3:1][O:2][C:3]1[CH:4]=[C:5]([NH:11][S:12]([C:15]2[CH:20]=[CH:19][C:18]([CH3:21])=[CH:17][CH:16]=2)(=[O:14])=[O:13])[CH:6]=[C:7]([O:9][CH3:10])[CH:8]=1.Br[CH2:23][CH2:24][CH2:25][CH2:26][CH2:27][CH2:28][CH3:29].C(=O)([O-])[O-].[K+].[K+].C(OCC)C.